Dataset: Catalyst prediction with 721,799 reactions and 888 catalyst types from USPTO. Task: Predict which catalyst facilitates the given reaction. Reactant: [Cl:1][C:2]1[CH:3]=[C:4]([CH:29]=[CH:30][CH:31]=1)[CH2:5][NH:6][C:7]1[CH:8]=[C:9]([N:16]2[CH2:21][CH2:20][N:19](C(OC(C)(C)C)=O)[CH2:18][CH2:17]2)[CH:10]=[CH:11][C:12]=1[N+:13]([O-:15])=[O:14].Cl. Product: [ClH:1].[Cl:1][C:2]1[CH:3]=[C:4]([CH:29]=[CH:30][CH:31]=1)[CH2:5][NH:6][C:7]1[CH:8]=[C:9]([N:16]2[CH2:21][CH2:20][NH:19][CH2:18][CH2:17]2)[CH:10]=[CH:11][C:12]=1[N+:13]([O-:15])=[O:14]. The catalyst class is: 268.